This data is from Peptide-MHC class I binding affinity with 185,985 pairs from IEDB/IMGT. The task is: Regression. Given a peptide amino acid sequence and an MHC pseudo amino acid sequence, predict their binding affinity value. This is MHC class I binding data. (1) The peptide sequence is LAYLAGWII. The MHC is HLA-A02:12 with pseudo-sequence HLA-A02:12. The binding affinity (normalized) is 0.0847. (2) The peptide sequence is GPGHKARVL. The MHC is HLA-B44:02 with pseudo-sequence HLA-B44:02. The binding affinity (normalized) is 0.182. (3) The peptide sequence is YQEPPAHGL. The MHC is HLA-A03:01 with pseudo-sequence HLA-A03:01. The binding affinity (normalized) is 0.213. (4) The binding affinity (normalized) is 0.00881. The MHC is Mamu-B52 with pseudo-sequence Mamu-B52. The peptide sequence is FPYSTFPII. (5) The peptide sequence is SSVLTILYY. The MHC is HLA-A31:01 with pseudo-sequence HLA-A31:01. The binding affinity (normalized) is 0.240. (6) The peptide sequence is GRVIPRMLY. The MHC is HLA-A68:02 with pseudo-sequence HLA-A68:02. The binding affinity (normalized) is 0.0847. (7) The peptide sequence is TMPELAWAV. The MHC is HLA-B58:01 with pseudo-sequence HLA-B58:01. The binding affinity (normalized) is 0.0847.